This data is from Retrosynthesis with 50K atom-mapped reactions and 10 reaction types from USPTO. The task is: Predict the reactants needed to synthesize the given product. (1) Given the product C[C@]1(O)[C@H](O)C[C@H](c2ccncc2[N+](=O)[O-])O[C@@H]1C1CC1, predict the reactants needed to synthesize it. The reactants are: C[C@]1(O)C(=O)C[C@H](c2ccncc2[N+](=O)[O-])O[C@@H]1C1CC1. (2) Given the product COCCN(CCCCOc1ccc2c(-c3ccc(Br)cc3)nsc2c1)CCOC, predict the reactants needed to synthesize it. The reactants are: BrCCCCOc1ccc2c(-c3ccc(Br)cc3)nsc2c1.COCCNCCOC. (3) Given the product O=C1N[C@@H](C(=O)Nc2cccnc2)CCCCCC[C@@H]1CS, predict the reactants needed to synthesize it. The reactants are: CC(=O)SC[C@H]1CCCCCC[C@H](C(=O)Nc2cccnc2)NC1=O. (4) Given the product Cc1ccc(N)cc1S(C)(=O)=O, predict the reactants needed to synthesize it. The reactants are: Cc1ccc([N+](=O)[O-])cc1S(C)(=O)=O.